Dataset: Peptide-MHC class I binding affinity with 185,985 pairs from IEDB/IMGT. Task: Regression. Given a peptide amino acid sequence and an MHC pseudo amino acid sequence, predict their binding affinity value. This is MHC class I binding data. (1) The peptide sequence is SSLSPPNL. The MHC is H-2-Db with pseudo-sequence H-2-Db. The binding affinity (normalized) is 0. (2) The peptide sequence is AVSVYGAIT. The binding affinity (normalized) is 0.116. The MHC is HLA-A02:06 with pseudo-sequence HLA-A02:06. (3) The peptide sequence is RTLNAWVKLVE. The binding affinity (normalized) is 0.335. The MHC is Mamu-A02 with pseudo-sequence Mamu-A02.